From a dataset of Catalyst prediction with 721,799 reactions and 888 catalyst types from USPTO. Predict which catalyst facilitates the given reaction. (1) Reactant: [Cl:1][C:2]1[C:10]2[C:5](=[CH:6][C:7]([S:11]([N:14]3[CH2:19][C:18](=[O:20])[N:17]([CH2:21][CH:22]4[CH2:27][CH2:26][N:25]([C:28]5[CH:33]=[CH:32][C:31](=[O:34])[N:30]([CH3:35])[N:29]=5)[CH2:24][CH2:23]4)[CH:16]([C:36](O)=[O:37])[CH2:15]3)(=[O:13])=[O:12])=[CH:8][CH:9]=2)[NH:4][CH:3]=1.C(N(CC)CC)C.[CH2:46]([CH2:48][NH2:49])[OH:47].F[P-](F)(F)(F)(F)F.N1(O[P+](N2CCCC2)(N2CCCC2)N2CCCC2)C2C=CC=CC=2N=N1. Product: [OH:47][CH2:46][CH2:48][NH:49][C:36]([CH:16]1[CH2:15][N:14]([S:11]([C:7]2[CH:6]=[C:5]3[C:10]([C:2]([Cl:1])=[CH:3][NH:4]3)=[CH:9][CH:8]=2)(=[O:13])=[O:12])[CH2:19][C:18](=[O:20])[N:17]1[CH2:21][CH:22]1[CH2:27][CH2:26][N:25]([C:28]2[CH:33]=[CH:32][C:31](=[O:34])[N:30]([CH3:35])[N:29]=2)[CH2:24][CH2:23]1)=[O:37]. The catalyst class is: 9. (2) Reactant: C(Cl)(=O)C(Cl)=O.[CH3:7][O:8][C:9]1[CH:17]=[CH:16][C:15]([O:18][CH3:19])=[CH:14][C:10]=1[C:11]([OH:13])=O.C(N(CC)CC)C.Cl.[CH3:28][NH:29][O:30][CH3:31]. Product: [CH3:31][O:30][N:29]([CH3:28])[C:11](=[O:13])[C:10]1[CH:14]=[C:15]([O:18][CH3:19])[CH:16]=[CH:17][C:9]=1[O:8][CH3:7]. The catalyst class is: 59. (3) Reactant: C([O:3][C:4](=[O:36])[C:5]([O:8][C:9]1[CH:14]=[CH:13][C:12]([O:15][CH2:16][CH2:17][C:18]2[N:19]=[C:20]([C:24]3[CH:29]=[CH:28][C:27](C4C=CN=CC=4)=[CH:26][CH:25]=3)[O:21][C:22]=2[CH3:23])=[CH:11][CH:10]=1)([CH3:7])[CH3:6])C.[OH-].[Li+].[CH2:39](O)[CH3:40].Cl. Product: [N:19]1[CH:40]=[CH:39][CH:16]=[C:17]([C:27]2[CH:26]=[CH:25][C:24]([C:20]3[O:21][C:22]([CH3:23])=[C:18]([CH2:17][CH2:16][O:15][C:12]4[CH:13]=[CH:14][C:9]([O:8][C:5]([CH3:6])([CH3:7])[C:4]([OH:3])=[O:36])=[CH:10][CH:11]=4)[N:19]=3)=[CH:29][CH:28]=2)[CH:18]=1. The catalyst class is: 6. (4) Product: [C:23]([O:22][C@@H:17]([C:16]1[C:15]([CH3:27])=[CH:14][N:13]2[N:28]=[C:29]([C:31]3[CH:36]=[CH:35][CH:34]=[C:33]([C:37]4[C:42]([O:43][C@H:49]([CH2:48][CH:47]=[CH2:46])[CH3:50])=[CH:41][CH:40]=[CH:39][C:38]=4[F:44])[CH:32]=3)[CH:30]=[C:12]2[C:11]=1[N:8]1[CH2:7][CH2:6][C:5]([CH3:45])([O:4][CH2:1][CH:2]=[CH2:3])[CH2:10][CH2:9]1)[C:18]([O:20][CH3:21])=[O:19])([CH3:25])([CH3:24])[CH3:26]. Reactant: [CH2:1]([O:4][C:5]1([CH3:45])[CH2:10][CH2:9][N:8]([C:11]2[C:12]3[N:13]([N:28]=[C:29]([C:31]4[CH:32]=[C:33]([C:37]5[C:42]([OH:43])=[CH:41][CH:40]=[CH:39][C:38]=5[F:44])[CH:34]=[CH:35][CH:36]=4)[CH:30]=3)[CH:14]=[C:15]([CH3:27])[C:16]=2[C@H:17]([O:22][C:23]([CH3:26])([CH3:25])[CH3:24])[C:18]([O:20][CH3:21])=[O:19])[CH2:7][CH2:6]1)[CH:2]=[CH2:3].[CH3:46][C@@H:47](O)[CH2:48][CH:49]=[CH2:50].C1C=CC(P(C2C=CC=CC=2)C2C=CC=CC=2)=CC=1.CCOC(/N=N/C(OCC)=O)=O. The catalyst class is: 116. (5) Reactant: [Cl:1][C:2]1[CH:7]=[CH:6][C:5]([C:8](=O)[CH:9]=[C:10]([C:15]2[CH:28]=[CH:27][C:18]([NH:19][C:20](=[O:26])[O:21][C:22]([CH3:25])([CH3:24])[CH3:23])=[C:17]([CH3:29])[CH:16]=2)[C:11]([F:14])([F:13])[F:12])=[CH:4][CH:3]=1.[CH3:31][NH:32][NH2:33]. Product: [Cl:1][C:2]1[CH:7]=[CH:6][C:5]([C:8]2[CH2:9][C:10]([C:15]3[CH:28]=[CH:27][C:18]([NH:19][C:20](=[O:26])[O:21][C:22]([CH3:25])([CH3:24])[CH3:23])=[C:17]([CH3:29])[CH:16]=3)([C:11]([F:14])([F:13])[F:12])[N:32]([CH3:31])[N:33]=2)=[CH:4][CH:3]=1. The catalyst class is: 8. (6) Reactant: [NH2:1][C@@H:2]1[CH2:6][CH2:5][N:4]([CH2:7][C:8]2[C:17]([Cl:18])=[C:16]3[C:11]([C:12](=[O:33])[N:13]([CH2:20][C:21]4[CH:26]=[C:25]([Cl:27])[CH:24]=[CH:23][C:22]=4[S:28]([CH2:31][CH3:32])(=[O:30])=[O:29])[C:14](=[O:19])[NH:15]3)=[CH:10][C:9]=2[C:34]([F:37])([F:36])[F:35])[CH2:3]1. Product: [Cl:18][C:17]1[C:8]([CH2:7][N:4]2[CH2:5][CH2:6][C@@H:2]([NH:1][CH2:9][C:34]([F:37])([F:36])[F:35])[CH2:3]2)=[C:9]([C:34]([F:35])([F:36])[F:37])[CH:10]=[C:11]2[C:16]=1[NH:15][C:14](=[O:19])[N:13]([CH2:20][C:21]1[CH:26]=[C:25]([Cl:27])[CH:24]=[CH:23][C:22]=1[S:28]([CH2:31][CH3:32])(=[O:30])=[O:29])[C:12]2=[O:33]. The catalyst class is: 1. (7) Product: [CH3:1][O:2][C:3](=[O:16])[C:4]1[CH:9]=[C:8]([C:18]#[C:17][Si:19]([CH3:22])([CH3:21])[CH3:20])[C:7]([NH:11][C:12](=[O:14])[CH3:13])=[CH:6][C:5]=1[Cl:15]. Reactant: [CH3:1][O:2][C:3](=[O:16])[C:4]1[CH:9]=[C:8](I)[C:7]([NH:11][C:12](=[O:14])[CH3:13])=[CH:6][C:5]=1[Cl:15].[C:17]([Si:19]([CH3:22])([CH3:21])[CH3:20])#[CH:18]. The catalyst class is: 4.